This data is from Reaction yield outcomes from USPTO patents with 853,638 reactions. The task is: Predict the reaction yield, written as a fraction of the theoretical maximum amount of product (1.0 means a 100% yield; for example, 0.34 means a 34% yield). (1) The reactants are CON(C)[C:4]([C:6]1[N:7]=[N:8][CH:9]=[CH:10][CH:11]=1)=[O:5].[CH3:13]OC1C=CC(P2(SP(C3C=CC(OC)=CC=3)(=S)S2)=S)=CC=1. The catalyst is C1(C)C=CC=CC=1. The product is [N:8]1[CH:9]=[CH:10][CH:11]=[C:6]([CH:4]([OH:5])[CH3:13])[N:7]=1. The yield is 0.500. (2) The yield is 1.00. The product is [ClH:43].[C:1]([O:5][C:6]([C:8]1[N:9]=[C:10]([C:39]([F:40])([F:41])[F:42])[N:11]2[CH2:16][CH2:15][N:14]([C:17](=[O:38])[CH2:18][C@H:19]([NH2:30])[CH2:20][C:21]3[CH:26]=[C:25]([F:27])[C:24]([F:28])=[CH:23][C:22]=3[F:29])[CH2:13][C:12]=12)=[O:7])([CH3:4])([CH3:2])[CH3:3]. The reactants are [C:1]([O:5][C:6]([C:8]1[N:9]=[C:10]([C:39]([F:42])([F:41])[F:40])[N:11]2[CH2:16][CH2:15][N:14]([C:17](=[O:38])[CH2:18][C@H:19]([NH:30]C(OC(C)(C)C)=O)[CH2:20][C:21]3[CH:26]=[C:25]([F:27])[C:24]([F:28])=[CH:23][C:22]=3[F:29])[CH2:13][C:12]=12)=[O:7])([CH3:4])([CH3:3])[CH3:2].[ClH:43]. The catalyst is C(OCC)(=O)C. (3) The reactants are [CH3:1][C:2]1[CH:7]=[CH:6][C:5]([CH2:8][O:9][C:10]2[CH:15]=[CH:14][CH:13]=[CH:12][CH:11]=2)=[CH:4][N:3]=1.Cl[O:17]OC1C=C(C=CC=1)C(O)=O.C(=O)(O)[O-].[Na+]. The catalyst is C(Cl)Cl. The product is [O:9]([CH2:8][C:5]1[CH:6]=[CH:7][C:2]([CH2:1][OH:17])=[N:3][CH:4]=1)[C:10]1[CH:15]=[CH:14][CH:13]=[CH:12][CH:11]=1. The yield is 0.480. (4) The reactants are [N+:1]([O-:4])(O)=[O:2].S(=O)(=O)(O)O.[Br:10][CH2:11][CH2:12][O:13][C:14]1[C:23]([O:24][C:25]([C:27]2[CH:32]=[CH:31][CH:30]=[CH:29][CH:28]=2)=[O:26])=[CH:22][CH:21]=[CH:20][C:15]=1[C:16]([O:18][CH3:19])=[O:17]. No catalyst specified. The product is [Br:10][CH2:11][CH2:12][O:13][C:14]1[C:23]([O:24][C:25]([C:27]2[CH:32]=[CH:31][CH:30]=[CH:29][CH:28]=2)=[O:26])=[CH:22][C:21]([N+:1]([O-:4])=[O:2])=[CH:20][C:15]=1[C:16]([O:18][CH3:19])=[O:17]. The yield is 0.870. (5) The reactants are C(OC([N:8]1[CH2:12][CH2:11][CH:10]([NH:13][C:14]([O:16][CH3:17])=[O:15])[CH2:9]1)=O)(C)(C)C. The catalyst is Cl.CO. The product is [CH3:17][O:16][C:14]([NH:13][CH:10]1[CH2:11][CH2:12][NH:8][CH2:9]1)=[O:15]. The yield is 1.00.